The task is: Predict the reaction yield, written as a fraction of the theoretical maximum amount of product (1.0 means a 100% yield; for example, 0.34 means a 34% yield).. This data is from Reaction yield outcomes from USPTO patents with 853,638 reactions. (1) The reactants are Cl.[NH2:2][CH2:3][C:4]1[CH:12]=[CH:11][CH:10]=[C:9]2[C:5]=1[C:6](=[O:22])[N:7]([CH:14]1[CH2:19][CH2:18][C:17](=[O:20])[NH:16][C:15]1=[O:21])[C:8]2=[O:13].N12CCCN=C1CCCCC2.ON1C2C=CC=CC=2N=N1.[S:44]1[C:48]2[CH:49]=[CH:50][C:51]([C:53](O)=[O:54])=[CH:52][C:47]=2[CH:46]=[CH:45]1.Cl.CN(C)CCCN=C=NCC. The catalyst is C(#N)C. The product is [O:21]=[C:15]1[CH:14]([N:7]2[C:6](=[O:22])[C:5]3[C:9](=[CH:10][CH:11]=[CH:12][C:4]=3[CH2:3][NH:2][C:53]([C:51]3[CH:50]=[CH:49][C:48]4[S:44][CH:45]=[CH:46][C:47]=4[CH:52]=3)=[O:54])[C:8]2=[O:13])[CH2:19][CH2:18][C:17](=[O:20])[NH:16]1. The yield is 0.530. (2) The reactants are [N+:1]([C:4]1[CH:14]=[CH:13][CH:12]=[C:11]2[C:5]=1[CH:6]=[CH:7][O:8][C:9]2=O)([O-:3])=[O:2].[NH3:15]. The catalyst is C(O)C. The product is [N+:1]([C:4]1[CH:14]=[CH:13][CH:12]=[C:11]2[C:5]=1[CH:6]=[CH:7][NH:15][C:9]2=[O:8])([O-:3])=[O:2]. The yield is 0.797. (3) The product is [F:1][C:2]1[CH:3]=[C:4]([CH:5]=[CH2:23])[CH:7]=[CH:8][C:9]=1[O:10][C:11]1[CH:12]=[N:13][C:14]([C:17]([F:20])([F:19])[F:18])=[N:15][CH:16]=1. The catalyst is [Br-].C[P+](C1C=CC=CC=1)(C1C=CC=CC=1)C1C=CC=CC=1. The reactants are [F:1][C:2]1[CH:3]=[C:4]([CH:7]=[CH:8][C:9]=1[O:10][C:11]1[CH:12]=[N:13][C:14]([C:17]([F:20])([F:19])[F:18])=[N:15][CH:16]=1)[CH:5]=O.[H-].[Na+].[CH2:23]1COCC1. The yield is 0.272.